Dataset: Reaction yield outcomes from USPTO patents with 853,638 reactions. Task: Predict the reaction yield, written as a fraction of the theoretical maximum amount of product (1.0 means a 100% yield; for example, 0.34 means a 34% yield). (1) The product is [CH3:4][O:5][C:6]1[CH:11]=[CH:10][C:9]([CH:12]2[C:18]([C:20]3[CH:25]=[CH:24][C:23]([O:26][CH3:27])=[CH:22][CH:21]=3)=[N:3][NH:2][C:14](=[O:15])[CH:13]2[OH:17])=[CH:8][CH:7]=1. The reactants are O.[NH2:2][NH2:3].[CH3:4][O:5][C:6]1[CH:11]=[CH:10][C:9]([CH:12]([C:18]([C:20]2[CH:25]=[CH:24][C:23]([O:26][CH3:27])=[CH:22][CH:21]=2)=O)[CH:13]([OH:17])[C:14](O)=[O:15])=[CH:8][CH:7]=1. The yield is 0.994. The catalyst is C(O)C. (2) The reactants are [CH2:1]([O:8][C:9]1[C:10]([CH3:19])=[CH:11][C:12]([F:18])=[C:13]([N+:15]([O-])=O)[CH:14]=1)[C:2]1[CH:7]=[CH:6][CH:5]=[CH:4][CH:3]=1. The catalyst is C(O)(=O)C.O.[Fe]. The product is [CH2:1]([O:8][C:9]1[C:10]([CH3:19])=[CH:11][C:12]([F:18])=[C:13]([CH:14]=1)[NH2:15])[C:2]1[CH:3]=[CH:4][CH:5]=[CH:6][CH:7]=1. The yield is 0.870.